From a dataset of Catalyst prediction with 721,799 reactions and 888 catalyst types from USPTO. Predict which catalyst facilitates the given reaction. (1) Reactant: [CH3:1][N:2]1[CH2:7][CH2:6][O:5][CH:4]([CH2:8][OH:9])[CH2:3]1.CCN(C(C)C)C(C)C.[Cl:19][C:20](OC1C=CC([N+]([O-])=O)=CC=1)=[O:21].[F:32][C:33]1[CH:45]=[CH:44][C:36]([CH2:37][N:38]2[CH2:43][CH2:42][NH:41][CH2:40][CH2:39]2)=[CH:35][CH:34]=1.CCOCC. Product: [ClH:19].[ClH:19].[F:32][C:33]1[CH:45]=[CH:44][C:36]([CH2:37][N:38]2[CH2:43][CH2:42][N:41]([C:20]([O:9][CH2:8][CH:4]3[O:5][CH2:6][CH2:7][N:2]([CH3:1])[CH2:3]3)=[O:21])[CH2:40][CH2:39]2)=[CH:35][CH:34]=1. The catalyst class is: 2. (2) Reactant: BrC1[C:10]2[C:5](=[N:6][CH:7]=[N:8][C:9]=2Cl)N(COCC[Si](C)(C)C)N=1.[H-].[Na+].[C:22]1([S:28](Cl)(=[O:30])=[O:29])[CH:27]=[CH:26][CH:25]=[CH:24][CH:23]=1.[NH4+].[Cl-].[CH2:34]1[CH2:38][O:37][CH2:36][CH2:35]1. The catalyst class is: 3. Product: [CH3:36][O:37][C:38]1[CH:10]=[CH:5][N:6]=[C:7]2[N:8]([S:28]([C:22]3[CH:27]=[CH:26][CH:25]=[CH:24][CH:23]=3)(=[O:30])=[O:29])[CH:9]=[CH:35][C:34]=12. (3) Reactant: [Cl:1][C:2]1[C:3]([CH3:24])=[C:4]([CH2:8][NH:9][C:10]2[N:11]=[C:12]([N:18]3[CH2:23][CH2:22][O:21][CH2:20][CH2:19]3)[S:13][C:14]=2[C:15]([NH2:17])=[O:16])[CH:5]=[CH:6][CH:7]=1.[C:25]([O:28][CH2:29][C:30](Cl)=O)(=[O:27])[CH3:26]. Product: [C:25]([O:28][CH2:29][C:30]1[N:9]([CH2:8][C:4]2[CH:5]=[CH:6][CH:7]=[C:2]([Cl:1])[C:3]=2[CH3:24])[C:10]2[N:11]=[C:12]([N:18]3[CH2:19][CH2:20][O:21][CH2:22][CH2:23]3)[S:13][C:14]=2[C:15](=[O:16])[N:17]=1)(=[O:27])[CH3:26]. The catalyst class is: 7. (4) Reactant: [NH:1]1[CH2:6][CH2:5][O:4][CH2:3][CH2:2]1.[Br:7][C:8]1[CH:15]=[CH:14][C:13]([OH:16])=[CH:12][C:9]=1[CH:10]=O.C(O[BH-](OC(=O)C)OC(=O)C)(=O)C.[Na+]. Product: [Br:7][C:8]1[CH:15]=[CH:14][C:13]([OH:16])=[CH:12][C:9]=1[CH2:10][N:1]1[CH2:6][CH2:5][O:4][CH2:3][CH2:2]1. The catalyst class is: 2. (5) Reactant: [Br:1][C:2]1[N:7]=[C:6]([C:8]([OH:10])=O)[CH:5]=[CH:4][C:3]=1[S:11]([CH:14]([CH3:16])[CH3:15])(=[O:13])=[O:12].CN(C(ON1N=NC2C=CC=NC1=2)=[N+](C)C)C.F[P-](F)(F)(F)(F)F.C(N(CC)CC)C.[F:48][C:49]1[CH:50]=[C:51]2[C:61](=[CH:62][CH:63]=1)[O:60][C:54]1([CH2:59][CH2:58][NH:57][CH2:56][CH2:55]1)[CH2:53][C@H:52]2[O:64][CH:65]([CH3:67])[CH3:66]. Product: [Br:1][C:2]1[N:7]=[C:6]([C:8]([N:57]2[CH2:58][CH2:59][C:54]3([CH2:53][C@@H:52]([O:64][CH:65]([CH3:66])[CH3:67])[C:51]4[C:61](=[CH:62][CH:63]=[C:49]([F:48])[CH:50]=4)[O:60]3)[CH2:55][CH2:56]2)=[O:10])[CH:5]=[CH:4][C:3]=1[S:11]([CH:14]([CH3:16])[CH3:15])(=[O:13])=[O:12]. The catalyst class is: 3. (6) Reactant: [C:1]([O:5][C:6]([N:8]1[C:21]2[C:13](=[CH:14][C:15]3[CH2:16][O:17][CH2:18][C:19]=3[CH:20]=2)[C@@H:12]([NH:22][CH2:23][C:24]2[CH:29]=[C:28]([C:30]([F:33])([F:32])[F:31])[CH:27]=[C:26]([C:34]([F:37])([F:36])[F:35])[CH:25]=2)[CH2:11][CH2:10][CH2:9]1)=[O:7])([CH3:4])([CH3:3])[CH3:2].[CH:38]([N:41](C(C)C)CC)(C)C.N#CBr. Product: [C:1]([O:5][C:6]([N:8]1[C:21]2[C:13](=[CH:14][C:15]3[CH2:16][O:17][CH2:18][C:19]=3[CH:20]=2)[C@@H:12]([N:22]([CH2:23][C:24]2[CH:25]=[C:26]([C:34]([F:36])([F:37])[F:35])[CH:27]=[C:28]([C:30]([F:32])([F:31])[F:33])[CH:29]=2)[C:38]#[N:41])[CH2:11][CH2:10][CH2:9]1)=[O:7])([CH3:4])([CH3:2])[CH3:3]. The catalyst class is: 54. (7) Reactant: [CH3:1][O:2][CH2:3][CH2:4][CH2:5][OH:6].C(N(CC)CC)C.[S:14](Cl)([C:17]1[CH:23]=[CH:22][C:20]([CH3:21])=[CH:19][CH:18]=1)(=[O:16])=[O:15].O. Product: [CH3:1][O:2][CH2:3][CH2:4][CH2:5][O:6][S:14]([C:17]1[CH:23]=[CH:22][C:20]([CH3:21])=[CH:19][CH:18]=1)(=[O:16])=[O:15]. The catalyst class is: 2. (8) Reactant: CS([N:5]1[C:13]2[C:8](=[CH:9][C:10]3[CH2:15][CH:14]([C:16]#[N:17])[C:11]=3[CH:12]=2)[CH:7]=[CH:6]1)(=O)=O.[OH-].[K+]. Product: [NH:5]1[C:13]2[C:8](=[CH:9][C:10]3[CH2:15][CH:14]([C:16]#[N:17])[C:11]=3[CH:12]=2)[CH:7]=[CH:6]1. The catalyst class is: 5. (9) Reactant: [NH:1]1[CH2:6][CH2:5][CH2:4][CH2:3][CH2:2]1.[NH:7]([C:32](OCC1C2C(=CC=CC=2)C2C1=CC=CC=2)=[O:33])[C@H:8]([C:29]([OH:31])=[O:30])[CH2:9][CH2:10][CH2:11][CH2:12][NH:13][C:14](=[C:19]1[C:27](=[O:28])[CH2:26][C:23]([CH3:25])([CH3:24])[CH2:22][C:20]1=[O:21])[CH2:15][CH:16]([CH3:18])[CH3:17]. Product: [NH:1]([C:20]([CH3:19])=[O:21])[C@H:6]([C:32]([NH:7][C@H:8]([C:29]([OH:31])=[O:30])[CH2:9][CH2:10][CH2:11][CH2:12][NH:13][C:14](=[C:19]1[C:27](=[O:28])[CH2:26][C:23]([CH3:24])([CH3:25])[CH2:22][C:20]1=[O:21])[CH2:15][CH:16]([CH3:17])[CH3:18])=[O:33])[CH2:5][C:4]1[CH:29]=[CH:8][CH:9]=[CH:2][CH:3]=1. The catalyst class is: 3.